This data is from Forward reaction prediction with 1.9M reactions from USPTO patents (1976-2016). The task is: Predict the product of the given reaction. (1) Given the reactants [CH3:1][S:2]([CH2:5][C:6]#N)(=[O:4])=[O:3].C(=O)([O-])[O-].[K+].[K+].I[CH3:15].C[N:17]([CH:19]=O)C, predict the reaction product. The product is: [CH3:15][C:5]([S:2]([CH3:1])(=[O:4])=[O:3])([CH3:6])[C:19]#[N:17]. (2) Given the reactants [Cl:1][C:2]1[CH:3]=[C:4]([C:12]2[N:16]=[CH:15][N:14](/[CH:17]=[CH:18]\[C:19]([NH:21][NH2:22])=[O:20])[N:13]=2)[CH:5]=[C:6]([O:8][CH:9]([CH3:11])[CH3:10])[CH:7]=1.[CH3:23]OC(OC)OC.CS(O)(=O)=O.CCOC(C)=O.CCCCCC, predict the reaction product. The product is: [Cl:1][C:2]1[CH:3]=[C:4]([C:12]2[N:16]=[CH:15][N:14](/[CH:17]=[CH:18]\[C:19]3[O:20][CH:23]=[N:22][N:21]=3)[N:13]=2)[CH:5]=[C:6]([O:8][CH:9]([CH3:11])[CH3:10])[CH:7]=1. (3) Given the reactants N[CH:2]1[CH2:6][CH2:5][CH:4]([N:7]2[C:16]3[CH:15]=[CH:14][CH:13]=[C:12]([Cl:17])[C:11]=3[C:10]3=[N:18][O:19][C:20]([CH3:21])=[C:9]3[C:8]2=[O:22])[CH2:3]1.[CH3:23][O:24][C:25]1[CH:26]=[C:27]([CH2:35][C:36]([OH:38])=O)[CH:28]=[C:29]([O:33][CH3:34])[C:30]=1[O:31][CH3:32].CC[N:41](CC)CC.C1C=CC2N(O)N=NC=2C=1.CCN=C=NCCCN(C)C, predict the reaction product. The product is: [Cl:17][C:12]1[C:11]2[C:10]3[C:9](=[C:20]([CH3:21])[O:19][N:18]=3)[C:8](=[O:22])[N:7]([C:4]3([C:29]4([O:33][CH3:34])[C:30]([O:31][CH3:32])=[C:25]([O:24][CH3:23])[CH:26]=[C:27]([CH2:35][C:36]([NH2:41])=[O:38])[CH2:28]4)[CH2:3][CH2:2][CH2:6][CH2:5]3)[C:16]=2[CH:15]=[CH:14][CH:13]=1. (4) Given the reactants [CH:1]1([CH2:6][C@H:7]([C:21]2[CH:26]=[CH:25][C:24]([S:27]([CH3:30])(=[O:29])=[O:28])=[CH:23][CH:22]=2)[C:8]([NH:10][C:11]2[S:12][C:13]([S:16][CH2:17][C:18]([OH:20])=O)=[CH:14][N:15]=2)=[O:9])[CH2:5][CH2:4][CH2:3][CH2:2]1.[CH3:31][N:32]1[CH2:37][CH2:36][NH:35][CH2:34][CH2:33]1, predict the reaction product. The product is: [CH:1]1([CH2:6][C@H:7]([C:21]2[CH:26]=[CH:25][C:24]([S:27]([CH3:30])(=[O:28])=[O:29])=[CH:23][CH:22]=2)[C:8]([NH:10][C:11]2[S:12][C:13]([S:16][CH2:17][C:18]([N:35]3[CH2:36][CH2:37][N:32]([CH3:31])[CH2:33][CH2:34]3)=[O:20])=[CH:14][N:15]=2)=[O:9])[CH2:5][CH2:4][CH2:3][CH2:2]1. (5) The product is: [F:8][C:5]([CH3:7])([CH3:6])[CH:4]([C:9]1[CH:10]=[CH:11][C:12]([O:15][C:16]([F:17])([F:18])[F:19])=[CH:13][CH:14]=1)[NH2:1]. Given the reactants [N:1]([CH:4]([C:9]1[CH:14]=[CH:13][C:12]([O:15][C:16]([F:19])([F:18])[F:17])=[CH:11][CH:10]=1)[C:5]([F:8])([CH3:7])[CH3:6])=[N+]=[N-], predict the reaction product.